Task: Binary Classification. Given a drug SMILES string, predict its activity (active/inactive) in a high-throughput screening assay against a specified biological target.. Dataset: Orexin1 receptor HTS with 218,158 compounds and 233 confirmed actives The molecule is N1(CC2CCCC2)C(CC(C)C)CN=C1N(C)C. The result is 0 (inactive).